From a dataset of Full USPTO retrosynthesis dataset with 1.9M reactions from patents (1976-2016). Predict the reactants needed to synthesize the given product. (1) Given the product [F:17][CH:2]([F:1])[O:3][C:4]1[CH:9]=[CH:8][C:7]([CH2:10][O:11][CH3:20])=[CH:6][C:5]=1[CH:12]1[O:13][CH2:14][CH2:15][O:16]1, predict the reactants needed to synthesize it. The reactants are: [F:1][CH:2]([F:17])[O:3][C:4]1[CH:9]=[CH:8][C:7]([CH2:10][OH:11])=[CH:6][C:5]=1[CH:12]1[O:16][CH2:15][CH2:14][O:13]1.[H-].[Na+].[CH3:20]I. (2) Given the product [CH3:12][O:13][CH2:14][CH2:15][O:16][CH2:17][C:4]1[CH:11]=[CH:10][C:7]([CH:8]=[O:9])=[CH:6][CH:5]=1, predict the reactants needed to synthesize it. The reactants are: [H-].[Na+].O[C:4]1[CH:11]=[CH:10][C:7]([CH:8]=[O:9])=[CH:6][CH:5]=1.[CH3:12][O:13][CH2:14][CH2:15][O:16][CH2:17]Cl. (3) Given the product [C:17]1([NH:16][C:15]([C:6]2([C:4]([OH:5])=[O:3])[CH2:14][C:13]3[C:8](=[CH:9][CH:10]=[CH:11][CH:12]=3)[CH2:7]2)=[O:27])[C:26]2[CH2:25][CH2:24][CH2:23][CH2:22][C:21]=2[CH:20]=[CH:19][CH:18]=1, predict the reactants needed to synthesize it. The reactants are: C([O:3][C:4]([C:6]1([C:15](=[O:27])[NH:16][C:17]2[C:26]3[CH2:25][CH2:24][CH2:23][CH2:22][C:21]=3[CH:20]=[CH:19][CH:18]=2)[CH2:14][C:13]2[C:8](=[CH:9][CH:10]=[CH:11][CH:12]=2)[CH2:7]1)=[O:5])C.O1CCOCC1.CO.[Li+].[OH-]. (4) Given the product [Cl:22][C:19]1[CH:20]=[CH:21][C:16]([CH2:15][N:5]2[C:6]3[C:12](=[O:13])[CH2:11][CH2:10][CH2:9][C:7]=3[N:8]=[C:4]2[CH:2]([CH3:1])[CH3:3])=[CH:17][CH:18]=1, predict the reactants needed to synthesize it. The reactants are: [CH3:1][CH:2]([C:4]1[NH:8][C:7]2[CH2:9][CH2:10][CH2:11][C:12](=[O:13])[C:6]=2[N:5]=1)[CH3:3].Br[CH2:15][C:16]1[CH:21]=[CH:20][C:19]([Cl:22])=[CH:18][CH:17]=1.[OH-].[Na+]. (5) Given the product [CH3:31][O:30][C:24]1[CH:23]=[C:22]([CH:27]=[CH:26][C:25]=1[O:28][CH3:29])[CH2:21][N:8]1[C:7](=[O:32])[C:6]2[C:11](=[CH:12][CH:13]=[C:4]([C:1]([OH:3])([CH3:2])[CH2:44][C:43]#[C:42][Si:39]([CH3:41])([CH3:40])[CH3:38])[CH:5]=2)[N:10]([CH:14]2[CH2:15][CH2:16][O:17][CH2:18][CH2:19]2)[C:9]1=[O:20], predict the reactants needed to synthesize it. The reactants are: [C:1]([C:4]1[CH:5]=[C:6]2[C:11](=[CH:12][CH:13]=1)[N:10]([CH:14]1[CH2:19][CH2:18][O:17][CH2:16][CH2:15]1)[C:9](=[O:20])[N:8]([CH2:21][C:22]1[CH:27]=[CH:26][C:25]([O:28][CH3:29])=[C:24]([O:30][CH3:31])[CH:23]=1)[C:7]2=[O:32])(=[O:3])[CH3:2].[I-].[K+].[Cl-].[Li+].[Ga].[CH3:38][Si:39]([CH:42](Br)[C:43]#[CH:44])([CH3:41])[CH3:40]. (6) Given the product [Cl:28][CH2:29][CH2:30][CH2:31][C:12]1[O:11][C:10]([CH2:9][O:8][Si:1]([C:4]([CH3:7])([CH3:6])[CH3:5])([CH3:3])[CH3:2])=[CH:14][CH:13]=1, predict the reactants needed to synthesize it. The reactants are: [Si:1]([O:8][CH2:9][C:10]1[O:11][CH:12]=[CH:13][CH:14]=1)([C:4]([CH3:7])([CH3:6])[CH3:5])([CH3:3])[CH3:2].CN(CCN(C)C)C.[Li]CCCC.[Cl:28][CH2:29][CH2:30][CH2:31]I. (7) Given the product [ClH:1].[Cl:1][C:2]1[CH:3]=[CH:4][C:5]([C@@H:8]2[CH2:11][CH2:10][C@@H:9]2[NH2:12])=[CH:6][CH:7]=1, predict the reactants needed to synthesize it. The reactants are: [Cl:1][C:2]1[CH:7]=[CH:6][C:5]([C@@H:8]2[CH2:11][CH2:10][C@@H:9]2[NH:12]C(=O)C)=[CH:4][CH:3]=1.Cl.C1(C)C=CC=CC=1. (8) Given the product [F:15][C:6]1[C:7]([C:11]([F:14])([F:13])[F:12])=[CH:8][CH:9]=[CH:10][C:5]=1[C:3]1[N:16]=[C:17]([CH2:18][C:19]2[CH:28]=[CH:27][C:22]([C:23]([O:25][CH3:26])=[O:24])=[CH:21][CH:20]=2)[S:29][CH:2]=1, predict the reactants needed to synthesize it. The reactants are: Br[CH2:2][C:3]([C:5]1[CH:10]=[CH:9][CH:8]=[C:7]([C:11]([F:14])([F:13])[F:12])[C:6]=1[F:15])=O.[NH2:16][C:17](=[S:29])[CH2:18][C:19]1[CH:28]=[CH:27][C:22]([C:23]([O:25][CH3:26])=[O:24])=[CH:21][CH:20]=1. (9) Given the product [NH2:10][C:8]1[N:7]([C:12]2[CH:13]=[C:14]([OH:19])[CH:15]=[C:16]([Cl:18])[CH:17]=2)[N:6]=[C:5]([C:1]([CH3:4])([CH3:3])[CH3:2])[CH:9]=1, predict the reactants needed to synthesize it. The reactants are: [C:1]([C:5]1[CH:9]=[C:8]([NH2:10])[NH:7][N:6]=1)([CH3:4])([CH3:3])[CH3:2].Br[C:12]1[CH:13]=[C:14]([OH:19])[CH:15]=[C:16]([Cl:18])[CH:17]=1.C(=O)([O-])[O-].[K+].[K+].CN[C@@H]1CCCC[C@H]1NC. (10) Given the product [Cl:10][C:11]1[CH:12]=[C:13]2[C:18](=[CH:19][CH:20]=1)[CH:17]=[C:16]([S:21]([CH2:24][CH2:25][C:26]([N:28]1[CH2:29][CH2:30][CH:31]([CH:34]3[CH2:41][N:37]4[CH:38]=[N:39][CH:40]=[C:36]4[CH:35]3[OH:42])[CH2:32][CH2:33]1)=[O:27])(=[O:22])=[O:23])[CH:15]=[CH:14]2, predict the reactants needed to synthesize it. The reactants are: C(O)(=O)C.C([BH3-])#N.[Na+].Cl.[Cl:10][C:11]1[CH:12]=[C:13]2[C:18](=[CH:19][CH:20]=1)[CH:17]=[C:16]([S:21]([CH2:24][CH2:25][C:26]([N:28]1[CH2:33][CH2:32][CH:31]([CH:34]3[CH2:41][N:37]4[CH:38]=[N:39][CH:40]=[C:36]4[C:35]3=[O:42])[CH2:30][CH2:29]1)=[O:27])(=[O:23])=[O:22])[CH:15]=[CH:14]2.C(=O)([O-])O.[Na+].